Predict the reaction yield, written as a fraction of the theoretical maximum amount of product (1.0 means a 100% yield; for example, 0.34 means a 34% yield). From a dataset of Reaction yield outcomes from USPTO patents with 853,638 reactions. (1) The reactants are [NH2:1][C:2]1[CH:10]=[CH:9][C:5]([C:6]([OH:8])=[O:7])=[CH:4][CH:3]=1.CN(C)C1C=CC=CC=1.[N+:20]([C:23]1[CH:31]=[CH:30][C:26]([C:27](Cl)=[O:28])=[CH:25][CH:24]=1)([O-:22])=[O:21]. The catalyst is CC(C)=O. The product is [N+:20]([C:23]1[CH:24]=[CH:25][C:26]([C:27]([NH:1][C:2]2[CH:10]=[CH:9][C:5]([C:6]([OH:8])=[O:7])=[CH:4][CH:3]=2)=[O:28])=[CH:30][CH:31]=1)([O-:22])=[O:21]. The yield is 0.880. (2) The reactants are Cl[C:2]1[N:7]=[CH:6][C:5]([CH2:8][C:9]#[N:10])=[CH:4][CH:3]=1.[C:11]([C:15]1[CH:20]=[CH:19][C:18](B(O)O)=[CH:17][CH:16]=1)([CH3:14])([CH3:13])[CH3:12].O.P([O-])([O-])([O-])=O.[K+].[K+].[K+]. The catalyst is COCCOC.C1C=CC(P(C2C=CC=CC=2)[C-]2C=CC=C2)=CC=1.C1C=CC(P(C2C=CC=CC=2)[C-]2C=CC=C2)=CC=1.Cl[Pd]Cl.[Fe+2].ClCCl. The product is [C:11]([C:15]1[CH:20]=[CH:19][C:18]([C:2]2[N:7]=[CH:6][C:5]([CH2:8][C:9]#[N:10])=[CH:4][CH:3]=2)=[CH:17][CH:16]=1)([CH3:14])([CH3:13])[CH3:12]. The yield is 0.620. (3) The reactants are Cl.[F:2][C:3]1[CH:30]=[CH:29][C:6]([CH2:7][NH:8][C:9]([C:11]2[CH:16]=[C:15]([C:17]3[CH2:21][CH:20]([CH:22]4[CH2:27][CH2:26][NH:25][CH2:24][CH2:23]4)[O:19][N:18]=3)[N:14]=[C:13]([CH3:28])[N:12]=2)=[O:10])=[CH:5][C:4]=1[O:31][CH3:32].F[C:34](C1C(F)=C(F)C(F)=C(F)C=1F)([S:38]([C:41](F)(F)F)(=[O:40])=[O:39])[C:35]([O-])=[O:36]. The catalyst is C(Cl)Cl. The product is [F:2][C:3]1[CH:30]=[CH:29][C:6]([CH2:7][NH:8][C:9]([C:11]2[CH:16]=[C:15]([C:17]3[CH2:21][CH:20]([CH:22]4[CH2:23][CH2:24][N:25]([C:35](=[O:36])[CH2:34][S:38]([CH3:41])(=[O:40])=[O:39])[CH2:26][CH2:27]4)[O:19][N:18]=3)[N:14]=[C:13]([CH3:28])[N:12]=2)=[O:10])=[CH:5][C:4]=1[O:31][CH3:32]. The yield is 0.313. (4) The reactants are Br.[NH2:2][C:3]1[C:11]([OH:12])=[CH:10][CH:9]=[CH:8][C:4]=1[C:5]([OH:7])=[O:6].[CH:13]1([C:18](Cl)=O)[CH2:17][CH2:16][CH2:15][CH2:14]1.C(N(CC)CC)C.O.C1(C)C=CC(S(O)(=O)=O)=CC=1. The catalyst is ClCCl. The product is [CH:13]1([C:18]2[O:12][C:11]3[C:3](=[C:4]([C:5]([OH:7])=[O:6])[CH:8]=[CH:9][CH:10]=3)[N:2]=2)[CH2:17][CH2:16][CH2:15][CH2:14]1. The yield is 0.750. (5) The reactants are [C:1]([O:5][C:6]([N:8]([CH2:11][C:12]1[N:13]([CH3:49])[C:14]2[CH:15]=[C:16]3[C@H:25]([OH:26])[C@H:24]([OH:27])[CH2:23][C:22]4[C:28]([OH:48])=[C:29]([C:44]([O:46]C)=[O:45])[C:30](=[O:43])[N:31](CC5C=CC(OC)=CC=5OC)[C:21]=4[C:17]3=[CH:18][C:19]=2[CH:20]=1)[CH2:9][CH3:10])=[O:7])([CH3:4])([CH3:3])[CH3:2].[Li+].[I-].Cl. The catalyst is CCOC(C)=O. The product is [C:1]([O:5][C:6]([N:8]([CH2:11][C:12]1[N:13]([CH3:49])[C:14]2[CH:15]=[C:16]3[C@H:25]([OH:26])[C@H:24]([OH:27])[CH2:23][C:22]4[C:28]([OH:48])=[C:29]([C:44]([OH:46])=[O:45])[C:30](=[O:43])[NH:31][C:21]=4[C:17]3=[CH:18][C:19]=2[CH:20]=1)[CH2:9][CH3:10])=[O:7])([CH3:4])([CH3:2])[CH3:3]. The yield is 0.290. (6) The reactants are [N+:1]1([O-])[CH:6]=[CH:5][CH:4]=[C:3]([CH3:7])[CH:2]=1.COS(OC)(=O)=O.[C-:16]#[N:17].[K+]. The catalyst is C(O)C.O. The product is [C:16]([C:4]1[CH:5]=[CH:6][N:1]=[CH:2][C:3]=1[CH3:7])#[N:17]. The yield is 0.410. (7) The yield is 0.980. The reactants are [Cl:1][C:2]1[CH:7]=[CH:6][C:5]([C@@H:8]([CH3:20])[C:9](N2[C@H](C(C)C)COC2=O)=[O:10])=[CH:4][CH:3]=1.[OH:21]O.[Li+].[OH-]. The catalyst is C1COCC1.O. The product is [Cl:1][C:2]1[CH:3]=[CH:4][C:5]([C@@H:8]([CH3:20])[C:9]([OH:10])=[O:21])=[CH:6][CH:7]=1. (8) The reactants are [C:1]([O:5][C:6]([NH:8][C@@H:9]([CH2:14][C:15]1[CH2:19][CH2:18][CH2:17][CH:16]=1)[C:10]([O:12]C)=[O:11])=[O:7])([CH3:4])([CH3:3])[CH3:2].O.[OH-].[Li+]. The catalyst is O.CO. The product is [C:1]([O:5][C:6]([NH:8][C@@H:9]([CH2:14][C:15]1[CH2:19][CH2:18][CH2:17][CH:16]=1)[C:10]([OH:12])=[O:11])=[O:7])([CH3:4])([CH3:2])[CH3:3]. The yield is 0.950.